This data is from Full USPTO retrosynthesis dataset with 1.9M reactions from patents (1976-2016). The task is: Predict the reactants needed to synthesize the given product. (1) Given the product [Cl:19][C:15]1[CH:16]=[CH:17][CH:18]=[C:2]([Cl:1])[C:3]=1[CH2:4][N:5]1[CH2:9][CH2:8][N:7]([CH2:10][C:11]([N:21]([CH3:20])[C:22]2[CH:27]=[CH:26][CH:25]=[CH:24][CH:23]=2)=[O:13])[C:6]1=[O:14], predict the reactants needed to synthesize it. The reactants are: [Cl:1][C:2]1[CH:18]=[CH:17][CH:16]=[C:15]([Cl:19])[C:3]=1[CH2:4][N:5]1[CH2:9][CH2:8][N:7]([CH2:10][C:11]([OH:13])=O)[C:6]1=[O:14].[CH3:20][NH:21][C:22]1[CH:27]=[CH:26][CH:25]=[CH:24][CH:23]=1.C(N=C=NCCCN(C)C)C.ON1C2C=CC=CC=2N=N1. (2) Given the product [CH3:70][C:69]1[CH:68]=[CH:67][C:66]([NH:71][C:72](=[O:83])[C:73]2[CH:78]=[CH:77][CH:76]=[C:75]([C:79]([F:81])([F:82])[F:80])[CH:74]=2)=[CH:65][C:64]=1[N:58]1[C:57](=[O:84])[C:56]2[C:61](=[CH:62][CH:63]=[C:54]([N:85]3[CH2:90][CH2:89][O:88][CH2:87][CH2:86]3)[CH:55]=2)[N:60]=[CH:59]1, predict the reactants needed to synthesize it. The reactants are: CC(C)([O-])C.[Na+].C1C=CC(P(C2C(C3C(P(C4C=CC=CC=4)C4C=CC=CC=4)=CC=C4C=3C=CC=C4)=C3C(C=CC=C3)=CC=2)C2C=CC=CC=2)=CC=1.Br[C:54]1[CH:55]=[C:56]2[C:61](=[CH:62][CH:63]=1)[N:60]=[CH:59][N:58]([C:64]1[CH:65]=[C:66]([NH:71][C:72](=[O:83])[C:73]3[CH:78]=[CH:77][CH:76]=[C:75]([C:79]([F:82])([F:81])[F:80])[CH:74]=3)[CH:67]=[CH:68][C:69]=1[CH3:70])[C:57]2=[O:84].[NH:85]1[CH2:90][CH2:89][O:88][CH2:87][CH2:86]1. (3) The reactants are: [ClH:1].O1CCOCC1.C(OC([N:15]1[CH2:20][CH2:19][N:18]([C:21]2[S:22][CH:23]=[C:24]([C:26]([O:28][CH3:29])=[O:27])[N:25]=2)[CH:17]([CH2:30][O:31][C:32]2[CH:33]=[N:34][CH:35]=[CH:36][CH:37]=2)[CH2:16]1)=O)(C)(C)C. Given the product [ClH:1].[ClH:1].[N:34]1[CH:35]=[CH:36][CH:37]=[C:32]([O:31][CH2:30][CH:17]2[CH2:16][NH:15][CH2:20][CH2:19][N:18]2[C:21]2[S:22][CH:23]=[C:24]([C:26]([O:28][CH3:29])=[O:27])[N:25]=2)[CH:33]=1, predict the reactants needed to synthesize it. (4) Given the product [CH3:15][C:16]1([CH3:23])[CH2:20][CH2:19][CH2:18][CH:17]1[CH2:21][NH:22][C:9](=[O:11])[CH:8]=[CH:7][C:6]1[CH:5]=[CH:4][C:3]([CH:1]=[O:2])=[CH:13][CH:12]=1, predict the reactants needed to synthesize it. The reactants are: [CH:1]([C:3]1[CH:13]=[CH:12][C:6]([CH:7]=[CH:8][C:9]([OH:11])=O)=[CH:5][CH:4]=1)=[O:2].Cl.[CH3:15][C:16]1([CH3:23])[CH2:20][CH2:19][CH2:18][CH:17]1[CH2:21][NH2:22].F[P-](F)(F)(F)(F)F.N1(O[P+](N(C)C)(N(C)C)N(C)C)C2C=CC=CC=2N=N1.CN1CCOCC1. (5) Given the product [OH:13][C:3]1[CH:4]=[C:5]([CH:8]=[C:9]([N+:10]([O-:12])=[O:11])[C:2]=1[OH:1])[CH:6]=[O:7], predict the reactants needed to synthesize it. The reactants are: [OH:1][C:2]1[C:9]([N+:10]([O-:12])=[O:11])=[CH:8][C:5]([CH:6]=[O:7])=[CH:4][C:3]=1[O:13]C.Br.CCOC(C)=O. (6) Given the product [Cl:24][C:2]1[N:3]=[C:4]2[CH:20]([CH3:21])[CH2:19][CH2:18][CH2:17][N:5]2[C:6](=[O:16])[C:7]=1[NH:8][C:9](=[O:15])[CH2:10][C:11]([CH3:14])([CH3:13])[CH3:12], predict the reactants needed to synthesize it. The reactants are: O[C:2]1[N:3]=[C:4]2[CH:20]([CH3:21])[CH2:19][CH2:18][CH2:17][N:5]2[C:6](=[O:16])[C:7]=1[NH:8][C:9](=[O:15])[CH2:10][C:11]([CH3:14])([CH3:13])[CH3:12].P(Cl)(Cl)([Cl:24])=O.P([O-])(O)(O)=O.[Na+]. (7) Given the product [NH2:19][C:20]1[N:21]=[CH:22][C:23]([C:10]2[CH:11]=[C:12]([CH3:13])[C:7]([S:4]([N:3]([CH2:1][CH3:2])[CH3:18])(=[O:6])=[O:5])=[CH:8][N:9]=2)=[CH:24][C:25]=1[C:26]1[CH:27]=[C:28]2[C:33](=[CH:34][CH:35]=1)[C:32](=[O:36])[NH:31][CH2:30][CH2:29]2, predict the reactants needed to synthesize it. The reactants are: [CH2:1]([N:3]([CH3:18])[S:4]([C:7]1[CH:8]=[N:9][C:10]([Sn](C)(C)C)=[CH:11][C:12]=1[CH3:13])(=[O:6])=[O:5])[CH3:2].[NH2:19][C:20]1[C:25]([C:26]2[CH:27]=[C:28]3[C:33](=[CH:34][CH:35]=2)[C:32](=[O:36])[NH:31][CH2:30][CH2:29]3)=[CH:24][C:23](Br)=[CH:22][N:21]=1. (8) Given the product [F:12][C:4]1[CH:3]=[C:2]([CH:15]=[CH2:16])[CH:11]=[CH:10][C:5]=1[C:6]([NH:8][CH3:9])=[O:7], predict the reactants needed to synthesize it. The reactants are: Br[C:2]1[CH:11]=[CH:10][C:5]([C:6]([NH:8][CH3:9])=[O:7])=[C:4]([F:12])[CH:3]=1.B1(C=C)O[C:16](C)(C)[C:15](C)(C)O1.C(=O)([O-])[O-].[Na+].[Na+].